This data is from Full USPTO retrosynthesis dataset with 1.9M reactions from patents (1976-2016). The task is: Predict the reactants needed to synthesize the given product. (1) Given the product [C:31]([N:22]1[CH2:23][C:24]([C:25]2[CH:30]=[CH:29][CH:28]=[CH:27][CH:26]=2)=[C:19]([CH2:18][O:7][C:8]2[CH:15]=[CH:14][CH:13]=[C:12]([OH:16])[C:9]=2[CH:10]=[O:11])[CH2:20][CH2:21]1)(=[O:33])[CH3:32], predict the reactants needed to synthesize it. The reactants are: C([O-])([O-])=O.[K+].[K+].[OH:7][C:8]1[CH:15]=[CH:14][CH:13]=[C:12]([OH:16])[C:9]=1[CH:10]=[O:11].Cl[CH2:18][C:19]1[CH2:20][CH2:21][N:22]([C:31](=[O:33])[CH3:32])[CH2:23][C:24]=1[C:25]1[CH:30]=[CH:29][CH:28]=[CH:27][CH:26]=1. (2) Given the product [CH2:1]([N:8]1[CH2:13][CH2:12][O:11][CH:10]([C:14]([C:25]2[CH:30]=[CH:29][CH:28]=[CH:27][CH:26]=2)([OH:24])[CH2:15][C:16]2[CH:21]=[CH:20][CH:19]=[CH:18][C:17]=2[O:22][CH2:23][CH3:31])[CH2:9]1)[C:2]1[CH:3]=[CH:4][CH:5]=[CH:6][CH:7]=1, predict the reactants needed to synthesize it. The reactants are: [CH2:1]([N:8]1[CH2:13][CH2:12][O:11][CH:10]([C:14]([C:25]2[CH:30]=[CH:29][CH:28]=[CH:27][CH:26]=2)([OH:24])[CH2:15][C:16]2[CH:21]=[CH:20][CH:19]=[CH:18][C:17]=2[O:22][CH3:23])[CH2:9]1)[C:2]1[CH:7]=[CH:6][CH:5]=[CH:4][CH:3]=1.[CH2:31](OC1C=CC=CC=1C[Mg]Br)C. (3) The reactants are: [CH2:1]([N:3]([CH2:19][CH3:20])[C:4]([C:6]1[CH:11]=[CH:10][N:9]2[C:12](I)=[C:13]([CH:15]([CH3:17])[CH3:16])[N:14]=[C:8]2[CH:7]=1)=[O:5])[CH3:2].P([O-])([O-])([O-])=O.[K+].[K+].[K+].[CH:29]1([SH:35])[CH2:34][CH2:33][CH2:32][CH2:31][CH2:30]1.O. Given the product [CH:29]1([S:35][C:12]2[N:9]3[CH:10]=[CH:11][C:6]([C:4]([N:3]([CH2:19][CH3:20])[CH2:1][CH3:2])=[O:5])=[CH:7][C:8]3=[N:14][C:13]=2[CH:15]([CH3:17])[CH3:16])[CH2:34][CH2:33][CH2:32][CH2:31][CH2:30]1, predict the reactants needed to synthesize it. (4) Given the product [F:1][C:2]1[CH:7]=[CH:6][C:5]([C:8]2[O:9][C:10]3[CH:20]=[CH:19][C:18]([C:21]4[CH:22]=[C:23]([CH:28]=[CH:29][C:30]=4[CH3:31])[C:24]([OH:26])=[O:25])=[CH:17][C:11]=3[C:12]=2[C:13](=[O:16])[NH:14][CH3:15])=[CH:4][CH:3]=1, predict the reactants needed to synthesize it. The reactants are: [F:1][C:2]1[CH:7]=[CH:6][C:5]([C:8]2[O:9][C:10]3[CH:20]=[CH:19][C:18]([C:21]4[CH:22]=[C:23]([CH:28]=[CH:29][C:30]=4[CH3:31])[C:24]([O:26]C)=[O:25])=[CH:17][C:11]=3[C:12]=2[C:13](=[O:16])[NH:14][CH3:15])=[CH:4][CH:3]=1.[OH-].[Na+]. (5) Given the product [CH3:26][S:27]([O:11][CH2:10][C@@H:9]([NH:8][C:6]([O:5][C:1]([CH3:4])([CH3:2])[CH3:3])=[O:7])[CH2:12][C:13]1[CH:14]=[CH:15][CH:16]=[CH:17][CH:18]=1)(=[O:29])=[O:28], predict the reactants needed to synthesize it. The reactants are: [C:1]([O:5][C:6]([NH:8][C@@H:9]([CH2:12][C:13]1[CH:18]=[CH:17][CH:16]=[CH:15][CH:14]=1)[CH2:10][OH:11])=[O:7])([CH3:4])([CH3:3])[CH3:2].C(N(CC)CC)C.[CH3:26][S:27](Cl)(=[O:29])=[O:28].